From a dataset of Reaction yield outcomes from USPTO patents with 853,638 reactions. Predict the reaction yield, written as a fraction of the theoretical maximum amount of product (1.0 means a 100% yield; for example, 0.34 means a 34% yield). (1) The reactants are F[C:2]1[CH:9]=[C:8]([F:10])[CH:7]=[C:6]([F:11])[C:3]=1[C:4]#[N:5].[F:12][C:13]1[CH:18]=[C:17]([I:19])[CH:16]=[CH:15][C:14]=1[NH2:20].CC(C)([O-])C.[K+]. The catalyst is C1COCC1. The product is [F:11][C:6]1[CH:7]=[C:8]([F:10])[CH:9]=[C:2]([NH:20][C:14]2[CH:15]=[CH:16][C:17]([I:19])=[CH:18][C:13]=2[F:12])[C:3]=1[C:4]#[N:5]. The yield is 0.271. (2) The reactants are C([NH:4][C:5]1[CH:10]=[C:9]([C:11]2[CH:16]=[CH:15][C:14]([Br:17])=[C:13]([F:18])[CH:12]=2)[N:8]=[C:7]([C:19]([O:21][CH3:22])=[O:20])[C:6]=1[Cl:23])(=O)C.C(Cl)(=O)C. The product is [NH2:4][C:5]1[CH:10]=[C:9]([C:11]2[CH:16]=[CH:15][C:14]([Br:17])=[C:13]([F:18])[CH:12]=2)[N:8]=[C:7]([C:19]([O:21][CH3:22])=[O:20])[C:6]=1[Cl:23]. The yield is 0.880. The catalyst is CO. (3) The product is [CH2:18]([O:20][C:21]([C:23]1[C:24](=[O:34])[NH:25][C:26]2[C:31]([CH:32]=1)=[CH:30][C:29](/[CH:5]=[CH:4]/[C:3](=[O:6])[N:2]([CH3:1])[CH2:7][C:8]1[S:12][C:11]3[CH:13]=[CH:14][CH:15]=[CH:16][C:10]=3[C:9]=1[CH3:17])=[CH:28][N:27]=2)=[O:22])[CH3:19]. The reactants are [CH3:1][N:2]([CH2:7][C:8]1[S:12][C:11]2[CH:13]=[CH:14][CH:15]=[CH:16][C:10]=2[C:9]=1[CH3:17])[C:3](=[O:6])[CH:4]=[CH2:5].[CH2:18]([O:20][C:21]([C:23]1[C:24](=[O:34])[NH:25][C:26]2[C:31]([CH:32]=1)=[CH:30][C:29](Br)=[CH:28][N:27]=2)=[O:22])[CH3:19].CCN(C(C)C)C(C)C. The catalyst is C(C#N)C.CN(C=O)C.CC([O-])=O.CC([O-])=O.[Pd+2]. The yield is 0.560.